This data is from Catalyst prediction with 721,799 reactions and 888 catalyst types from USPTO. The task is: Predict which catalyst facilitates the given reaction. (1) Reactant: [Cl:1][C:2]1[N:7]=[C:6]([NH:8][C:9]2[CH:10]=[C:11]([CH2:15][CH2:16][C:17]3[CH:22]=[CH:21][N:20]=[C:19]([NH:23]C(=O)OC(C)(C)C)[CH:18]=3)[CH:12]=[CH:13][CH:14]=2)[C:5]([F:31])=[CH:4][N:3]=1.[ClH:32]. Product: [ClH:1].[ClH:32].[NH2:23][C:19]1[CH:18]=[C:17]([CH2:16][CH2:15][C:11]2[CH:10]=[C:9]([NH:8][C:6]3[C:5]([F:31])=[CH:4][N:3]=[C:2]([Cl:1])[N:7]=3)[CH:14]=[CH:13][CH:12]=2)[CH:22]=[CH:21][N:20]=1. The catalyst class is: 12. (2) Reactant: Br[C:2]1[CH:7]=[CH:6][C:5]([O:8][CH:9]2[CH2:11][CH2:10]2)=[CH:4][CH:3]=1.C([Li])CCC.CCCCCC.CN(C)[CH:25]=[O:26].[Cl-].[NH4+]. Product: [CH:9]1([O:8][C:5]2[CH:6]=[CH:7][C:2]([CH:25]=[O:26])=[CH:3][CH:4]=2)[CH2:11][CH2:10]1. The catalyst class is: 7.